Predict the reaction yield, written as a fraction of the theoretical maximum amount of product (1.0 means a 100% yield; for example, 0.34 means a 34% yield). From a dataset of Reaction yield outcomes from USPTO patents with 853,638 reactions. (1) The reactants are [I:1][C:2]1[CH:7]=[CH:6][N:5]=[C:4]([N:8]2[CH:12]=[CH:11][C:10]([C:13]([OH:15])=O)=[N:9]2)[CH:3]=1.[Cl-].[NH4+:17]. No catalyst specified. The product is [I:1][C:2]1[CH:7]=[CH:6][N:5]=[C:4]([N:8]2[CH:12]=[CH:11][C:10]([C:13]([NH2:17])=[O:15])=[N:9]2)[CH:3]=1. The yield is 0.430. (2) The reactants are [C:1]([O:5][C:6](=[O:17])[NH:7][C:8]1[CH:13]=[C:12]([CH3:14])[C:11]([OH:15])=[CH:10][C:9]=1[CH3:16])([CH3:4])([CH3:3])[CH3:2].C(=O)([O-])[O-].[K+].[K+].Br[CH2:25][CH3:26].O. The catalyst is CN(C=O)C. The product is [C:1]([O:5][C:6](=[O:17])[NH:7][C:8]1[CH:13]=[C:12]([CH3:14])[C:11]([O:15][CH2:25][CH3:26])=[CH:10][C:9]=1[CH3:16])([CH3:4])([CH3:3])[CH3:2]. The yield is 0.900. (3) The reactants are [CH2:1]([C:5]1[N:10]=[C:9]([CH3:11])[N:8]([C:12]2[CH:17]=[CH:16][C:15]([OH:18])=[CH:14][CH:13]=2)[C:7](=[O:19])[C:6]=1[CH2:20][C:21]1[CH:26]=[CH:25][C:24]([C:27]2[CH:32]=[CH:31][CH:30]=[CH:29][C:28]=2[C:33]2[NH:37][C:36](=[O:38])[O:35][N:34]=2)=[CH:23][CH:22]=1)[CH2:2][CH2:3][CH3:4].[Si]([O:46][CH:47]1[CH2:52][CH2:51][CH:50](O)[CH2:49][CH2:48]1)(C(C)(C)C)(C)C.C1(P(C2C=CC=CC=2)C2C=CC=CC=2)C=CC=CC=1.N(C(OC(C)C)=O)=NC(OC(C)C)=O. The catalyst is O1CCCC1.O. The product is [CH2:1]([C:5]1[N:10]=[C:9]([CH3:11])[N:8]([C:12]2[CH:17]=[CH:16][C:15]([O:18][C@H:50]3[CH2:51][CH2:52][C@@H:47]([OH:46])[CH2:48][CH2:49]3)=[CH:14][CH:13]=2)[C:7](=[O:19])[C:6]=1[CH2:20][C:21]1[CH:26]=[CH:25][C:24]([C:27]2[CH:32]=[CH:31][CH:30]=[CH:29][C:28]=2[C:33]2[NH:37][C:36](=[O:38])[O:35][N:34]=2)=[CH:23][CH:22]=1)[CH2:2][CH2:3][CH3:4]. The yield is 0.280. (4) The reactants are C1C=C[NH+]=CC=1.C1C=C[NH+]=CC=1.[O-][Cr](O[Cr]([O-])(=O)=O)(=O)=O.[C:22]1([NH:32][C:33](=[O:44])[O:34][CH2:35][C:36]2[CH:41]=[CH:40][C:39]([CH2:42][OH:43])=[CH:38][CH:37]=2)[C:31]2[C:26](=[CH:27][CH:28]=[CH:29][CH:30]=2)[CH:25]=[CH:24][CH:23]=1. The catalyst is ClCCl.C(OCC)C. The product is [C:22]1([NH:32][C:33](=[O:44])[O:34][CH2:35][C:36]2[CH:37]=[CH:38][C:39]([CH:42]=[O:43])=[CH:40][CH:41]=2)[C:31]2[C:26](=[CH:27][CH:28]=[CH:29][CH:30]=2)[CH:25]=[CH:24][CH:23]=1. The yield is 0.850.